From a dataset of Catalyst prediction with 721,799 reactions and 888 catalyst types from USPTO. Predict which catalyst facilitates the given reaction. (1) Reactant: [F:1][C:2]1[CH:7]=[CH:6][C:5]([OH:8])=[CH:4][CH:3]=1.[H-].[Na+].Br[CH2:12][C:13]([O:15][CH2:16][CH3:17])=[O:14]. Product: [F:1][C:2]1[CH:7]=[CH:6][C:5]([O:8][CH2:12][C:13]([O:15][CH2:16][CH3:17])=[O:14])=[CH:4][CH:3]=1. The catalyst class is: 3. (2) Reactant: [N-:1]=[N+:2]=[N-:3].[Na+].[C:5]1([CH:11]2[N:16]([S:17]([C:20]3[CH:25]=[CH:24][C:23]([CH3:26])=[CH:22][CH:21]=3)(=[O:19])=[O:18])[CH2:15][CH:14]3[C:12]2([C:27](Cl)=[O:28])[CH2:13]3)[CH:10]=[CH:9][CH:8]=[CH:7][CH:6]=1. Product: [C:5]1([CH:11]2[N:16]([S:17]([C:20]3[CH:21]=[CH:22][C:23]([CH3:26])=[CH:24][CH:25]=3)(=[O:18])=[O:19])[CH2:15][CH:14]3[C:12]2([C:27]([N:1]=[N+:2]=[N-:3])=[O:28])[CH2:13]3)[CH:6]=[CH:7][CH:8]=[CH:9][CH:10]=1. The catalyst class is: 283.